From a dataset of Full USPTO retrosynthesis dataset with 1.9M reactions from patents (1976-2016). Predict the reactants needed to synthesize the given product. (1) Given the product [CH3:16][N:5]([S:2]([CH3:1])(=[O:3])=[O:4])[C:6]1[O:7][CH:8]=[C:9]([C:11]([O:13][CH2:14][CH3:15])=[O:12])[N:10]=1, predict the reactants needed to synthesize it. The reactants are: [CH3:1][S:2]([NH:5][C:6]1[O:7][CH:8]=[C:9]([C:11]([O:13][CH2:14][CH3:15])=[O:12])[N:10]=1)(=[O:4])=[O:3].[C:16](=O)([O-])[O-].[K+].[K+].IC. (2) Given the product [CH2:3]([CH2:5][S:6]([NH:9][C:10]1[CH:11]=[C:12]([C:16]2[CH:24]=[C:23]3[C:19]([C:20]([C:40]4[CH:45]=[CH:44][CH:43]=[CH:42][CH:41]=4)=[C:21]([C:37]([OH:39])=[O:38])[N:22]3[CH2:25][C:26]3[CH:31]=[CH:30][CH:29]=[C:28]([O:32][C:33]([F:35])([F:36])[F:34])[CH:27]=3)=[CH:18][CH:17]=2)[CH:13]=[CH:14][CH:15]=1)(=[O:7])=[O:8])[CH:2]=[CH2:1], predict the reactants needed to synthesize it. The reactants are: [CH2:1](I)[CH:2]=[CH2:3].[CH3:5][S:6]([NH:9][C:10]1[CH:11]=[C:12]([C:16]2[CH:24]=[C:23]3[C:19]([C:20]([C:40]4[CH:45]=[CH:44][CH:43]=[CH:42][CH:41]=4)=[C:21]([C:37]([OH:39])=[O:38])[N:22]3[CH2:25][C:26]3[CH:31]=[CH:30][CH:29]=[C:28]([O:32][C:33]([F:36])([F:35])[F:34])[CH:27]=3)=[CH:18][CH:17]=2)[CH:13]=[CH:14][CH:15]=1)(=[O:8])=[O:7].C([O-])([O-])=O.[Cs+].[Cs+].CN(C=O)C. (3) Given the product [Cl:13][C:10]1[C:9]2[C:4](=[CH:5][C:6]([F:15])=[CH:7][C:8]=2[F:14])[N:3]=[C:2]([C:24]2[CH:23]=[C:22]([C:16]3[CH:21]=[CH:20][CH:19]=[CH:18][CH:17]=3)[CH:27]=[CH:26][N:25]=2)[C:11]=1[CH3:12], predict the reactants needed to synthesize it. The reactants are: Cl[C:2]1[C:11]([CH3:12])=[C:10]([Cl:13])[C:9]2[C:4](=[CH:5][C:6]([F:15])=[CH:7][C:8]=2[F:14])[N:3]=1.[C:16]1([C:22]2[CH:27]=[CH:26][N:25]=[C:24]([Sn](CCCC)(CCCC)CCCC)[CH:23]=2)[CH:21]=[CH:20][CH:19]=[CH:18][CH:17]=1. (4) Given the product [F:1][C:2]1[CH:9]=[C:8]([O:10][CH2:12][CH2:13][CH2:14][CH2:15][CH2:16][CH2:17][CH2:18][CH3:19])[CH:7]=[CH:6][C:3]=1[C:4]#[N:5], predict the reactants needed to synthesize it. The reactants are: [F:1][C:2]1[CH:9]=[C:8]([OH:10])[CH:7]=[CH:6][C:3]=1[C:4]#[N:5].I[CH2:12][CH2:13][CH2:14][CH2:15][CH2:16][CH2:17][CH2:18][CH3:19].[F-].[K+].Cl. (5) Given the product [CH2:1]([N:3]1[C:8](=[O:9])[C:7]([NH:10][C:11]2[CH:12]=[N:13][CH:14]=[CH:15][CH:16]=2)=[C:6]([C:17]([O:19][CH2:20][C:21]([OH:23])=[O:22])=[O:18])[C:5]([C:31]2[CH:32]=[CH:33][CH:34]=[CH:35][CH:36]=2)=[N:4]1)[CH3:2], predict the reactants needed to synthesize it. The reactants are: [CH2:1]([N:3]1[C:8](=[O:9])[C:7]([NH:10][C:11]2[CH:12]=[N:13][CH:14]=[CH:15][CH:16]=2)=[C:6]([C:17]([O:19][CH2:20][C:21]([O:23]CC2C=CC=CC=2)=[O:22])=[O:18])[C:5]([C:31]2[CH:36]=[CH:35][CH:34]=[CH:33][CH:32]=2)=[N:4]1)[CH3:2]. (6) Given the product [CH2:1]([O:3][C:4](=[O:28])[CH2:5][C:6]1[CH:7]=[C:8]([C:14]2[CH:19]=[CH:18][C:17]([C:20]([F:23])([F:21])[F:22])=[CH:16][C:15]=2[CH2:24][N:25]([C:32]([CH:29]2[CH2:31][CH2:30]2)=[O:33])[CH2:26][CH3:27])[C:9]([O:12][CH3:13])=[CH:10][CH:11]=1)[CH3:2], predict the reactants needed to synthesize it. The reactants are: [CH2:1]([O:3][C:4](=[O:28])[CH2:5][C:6]1[CH:7]=[C:8]([C:14]2[CH:19]=[CH:18][C:17]([C:20]([F:23])([F:22])[F:21])=[CH:16][C:15]=2[CH2:24][NH:25][CH2:26][CH3:27])[C:9]([O:12][CH3:13])=[CH:10][CH:11]=1)[CH3:2].[CH:29]1([C:32](Cl)=[O:33])[CH2:31][CH2:30]1. (7) Given the product [CH3:1][CH:2]1[CH2:3][CH2:4][CH:6]([C:5]([OH:8])=[O:12])[CH2:7]1, predict the reactants needed to synthesize it. The reactants are: [CH3:1][CH:2]1[CH2:7][CH2:6][C:5](=[O:8])[CH2:4][CH2:3]1.OO.[Se](=O)=[O:12]. (8) Given the product [CH2:1]([Sn:38]([CH2:39][CH2:12][CH2:10][CH3:11])([CH2:34][CH2:35][CH2:36][CH3:37])[C:24]1[S:23][C:22]([Sn:38]([CH2:43][CH2:44][CH2:45][CH3:46])([CH2:39][CH2:40][CH2:41][CH3:42])[CH2:34][CH2:35][CH2:36][CH3:37])=[C:21]([P:16]([O:18][CH2:19][CH3:20])([O:15][CH2:13][CH3:14])=[O:17])[C:25]=1[P:26]([O:28][CH2:29][CH3:30])([O:31][CH2:32][CH3:33])=[O:27])[CH2:2][CH2:3][CH3:4], predict the reactants needed to synthesize it. The reactants are: [CH2:1]([Li])[CH2:2][CH2:3][CH3:4].C(N[CH:10]([CH3:12])[CH3:11])(C)C.[CH2:13]([O:15][P:16]([C:21]1[C:25]([P:26]([O:31][CH2:32][CH3:33])([O:28][CH2:29][CH3:30])=[O:27])=[CH:24][S:23][CH:22]=1)([O:18][CH2:19][CH3:20])=[O:17])[CH3:14].[CH2:34]([Sn:38](Cl)([CH2:43][CH2:44][CH2:45][CH3:46])[CH2:39][CH2:40][CH2:41][CH3:42])[CH2:35][CH2:36][CH3:37].P([O-])([O-])(O)=O.[Na+].[Na+].P([O-])(O)(O)=O.[Na+].